This data is from Full USPTO retrosynthesis dataset with 1.9M reactions from patents (1976-2016). The task is: Predict the reactants needed to synthesize the given product. (1) Given the product [CH3:42][O:43][N:44]([CH3:45])[C:16]([C:14]1[CH:13]=[CH:12][C:11]2[N:7]([CH:2]3[CH2:3][CH2:4][CH2:5][CH2:6][O:1]3)[CH:8]=[N:9][C:10]=2[CH:15]=1)=[O:18], predict the reactants needed to synthesize it. The reactants are: [O:1]1[CH2:6][CH2:5][CH2:4][CH2:3][CH:2]1[N:7]1[C:11]2[CH:12]=[CH:13][C:14]([C:16]([OH:18])=O)=[CH:15][C:10]=2[N:9]=[CH:8]1.Cl.C(N=C=NCCCN(C)C)C.C1C=CC2N(O)N=NC=2C=1.Cl.[CH3:42][O:43][NH:44][CH3:45]. (2) Given the product [C:19]([C:21]1[CH:26]=[C:25]([N+:27]([O-:29])=[O:28])[CH:24]=[CH:23][C:22]=1[S:30]([NH:1][C:2]1[CH:3]=[CH:4][C:5]2[CH2:9][O:8][B:7]([OH:10])[C:6]=2[CH:11]=1)(=[O:32])=[O:31])#[N:20], predict the reactants needed to synthesize it. The reactants are: [NH2:1][C:2]1[CH:3]=[CH:4][C:5]2[CH2:9][O:8][B:7]([OH:10])[C:6]=2[CH:11]=1.CN1CCOCC1.[C:19]([C:21]1[CH:26]=[C:25]([N+:27]([O-:29])=[O:28])[CH:24]=[CH:23][C:22]=1[S:30](Cl)(=[O:32])=[O:31])#[N:20]. (3) Given the product [CH:1]1([C:4]2[N:8]([C:9]3[CH:14]=[CH:13][C:12]([N:15]([CH3:32])[C:16]([C:18]4[C:19]([CH3:24])=[N:20][CH:21]=[N:22][CH:23]=4)=[O:17])=[CH:11][C:10]=3[F:25])[N:7]=[C:6]([C:26]([F:28])([F:27])[F:29])[CH:5]=2)[CH2:3][CH2:2]1, predict the reactants needed to synthesize it. The reactants are: [CH:1]1([C:4]2[N:8]([C:9]3[CH:14]=[CH:13][C:12]([NH:15][C:16]([C:18]4[C:19]([CH3:24])=[N:20][CH:21]=[N:22][CH:23]=4)=[O:17])=[CH:11][C:10]=3[F:25])[N:7]=[C:6]([C:26]([F:29])([F:28])[F:27])[CH:5]=2)[CH2:3][CH2:2]1.[H-].[Na+].[CH3:32]I.